This data is from HIV replication inhibition screening data with 41,000+ compounds from the AIDS Antiviral Screen. The task is: Binary Classification. Given a drug SMILES string, predict its activity (active/inactive) in a high-throughput screening assay against a specified biological target. (1) The result is 0 (inactive). The molecule is Cc1ccc(SCC(=O)C2=C(O)CCCC2=O)cc1. (2) The result is 0 (inactive). The compound is CN(C)c1cccc(C=C(C#N)c2ccccc2)c1. (3) The drug is O=C(CC(O)(C(F)(F)F)C(F)(F)F)c1cccs1. The result is 0 (inactive).